Task: Predict the reactants needed to synthesize the given product.. Dataset: Full USPTO retrosynthesis dataset with 1.9M reactions from patents (1976-2016) (1) The reactants are: C(OC(=O)[NH:7][CH2:8][C@@H:9]([NH:25][C:26](=[O:39])/[CH:27]=[CH:28]/[C:29]1[CH:34]=[C:33]([C:35]#[N:36])[CH:32]=[CH:31][C:30]=1[O:37][CH3:38])[CH2:10][N:11]1[CH2:16][CH2:15][CH:14]([O:17][C:18]2[CH:23]=[CH:22][C:21]([F:24])=[CH:20][CH:19]=2)[CH2:13][CH2:12]1)(C)(C)C.Cl. Given the product [NH2:7][CH2:8][C@@H:9]([NH:25][C:26](=[O:39])/[CH:27]=[CH:28]/[C:29]1[CH:34]=[C:33]([C:35]#[N:36])[CH:32]=[CH:31][C:30]=1[O:37][CH3:38])[CH2:10][N:11]1[CH2:16][CH2:15][CH:14]([O:17][C:18]2[CH:19]=[CH:20][C:21]([F:24])=[CH:22][CH:23]=2)[CH2:13][CH2:12]1, predict the reactants needed to synthesize it. (2) Given the product [CH3:13][O:12][C:5]1[CH:6]=[C:7]([CH2:9][O:10][CH3:11])[CH:8]=[C:3]([O:2][CH3:1])[C:4]=1[C:14]1[N:15]2[N:23]=[C:22]([CH3:24])[C:21]([N:25]([CH2:29][CH2:30][CH3:31])[CH2:26][CH2:27][CH3:28])=[C:16]2[S:17][C:18]=1[S:19]([CH3:20])=[O:40], predict the reactants needed to synthesize it. The reactants are: [CH3:1][O:2][C:3]1[CH:8]=[C:7]([CH2:9][O:10][CH3:11])[CH:6]=[C:5]([O:12][CH3:13])[C:4]=1[C:14]1[N:15]2[N:23]=[C:22]([CH3:24])[C:21]([N:25]([CH2:29][CH2:30][CH3:31])[CH2:26][CH2:27][CH3:28])=[C:16]2[S:17][C:18]=1[S:19][CH3:20].ClC1C=CC=C(C(OO)=[O:40])C=1.C(=O)([O-])[O-].[Na+].[Na+]. (3) Given the product [F:26][C:25]1[C:20]([NH:1][C:2]2[C:3]3[CH2:9][N:8]([C:10]([O:12][C:13]([CH3:16])([CH3:15])[CH3:14])=[O:11])[C:7]([CH3:18])([CH3:17])[C:4]=3[NH:5][N:6]=2)=[N:21][C:22]([CH2:27][O:28][CH3:29])=[N:23][CH:24]=1, predict the reactants needed to synthesize it. The reactants are: [NH2:1][C:2]1[C:3]2[CH2:9][N:8]([C:10]([O:12][C:13]([CH3:16])([CH3:15])[CH3:14])=[O:11])[C:7]([CH3:18])([CH3:17])[C:4]=2[NH:5][N:6]=1.Cl[C:20]1[C:25]([F:26])=[CH:24][N:23]=[C:22]([CH2:27][O:28][CH3:29])[N:21]=1.[K].OP(O)(O)=O. (4) Given the product [CH2:1]([C:4]1[CH:11]=[CH:10][C:7]([CH:8]=[CH:13][C:14]([OH:16])=[O:15])=[CH:6][CH:5]=1)[CH2:2][CH3:3], predict the reactants needed to synthesize it. The reactants are: [CH2:1]([C:4]1[CH:11]=[CH:10][C:7]([CH:8]=O)=[CH:6][CH:5]=1)[CH2:2][CH3:3].C(O)(=O)[CH2:13][C:14]([OH:16])=[O:15].N1C=CC=CC=1. (5) Given the product [CH3:24][O:25][C:26](=[O:30])[CH:27]([O:16][C:12]1[CH:11]=[CH:10][C:9]([F:17])=[C:8]2[C:13]=1[C:14]([CH3:15])=[C:5]([CH2:4][C:3]1[CH:19]=[CH:20][C:21]([Cl:23])=[CH:22][C:2]=1[Cl:1])[C:6](=[O:18])[NH:7]2)[CH3:28], predict the reactants needed to synthesize it. The reactants are: [Cl:1][C:2]1[CH:22]=[C:21]([Cl:23])[CH:20]=[CH:19][C:3]=1[CH2:4][C:5]1[C:6](=[O:18])[NH:7][C:8]2[C:13]([C:14]=1[CH3:15])=[C:12]([OH:16])[CH:11]=[CH:10][C:9]=2[F:17].[CH3:24][O:25][C:26](=[O:30])[CH:27](Br)[CH3:28]. (6) The reactants are: [CH3:1][C:2](=[CH2:19])[CH2:3][O:4][CH:5]1[C:10](=O)[CH2:9][CH2:8][N:7]([C:12]([O:14][C:15]([CH3:18])([CH3:17])[CH3:16])=[O:13])[CH2:6]1.[CH2:20]([NH2:27])[C:21]1[CH:26]=[CH:25][CH:24]=[CH:23][CH:22]=1.C(O[BH-](OC(=O)C)OC(=O)C)(=O)C.[Na+]. Given the product [CH2:20]([NH:27][C@H:10]1[CH2:9][CH2:8][N:7]([C:12]([O:14][C:15]([CH3:18])([CH3:17])[CH3:16])=[O:13])[CH2:6][C@H:5]1[O:4][CH2:3][C:2]([CH3:1])=[CH2:19])[C:21]1[CH:26]=[CH:25][CH:24]=[CH:23][CH:22]=1, predict the reactants needed to synthesize it.